Predict the product of the given reaction. From a dataset of Forward reaction prediction with 1.9M reactions from USPTO patents (1976-2016). (1) Given the reactants Cl[C:2]1[N:3]=[N:4][C:5]([C:8]2[CH:13]=[CH:12][CH:11]=[C:10]([F:14])[CH:9]=2)=[CH:6][N:7]=1.O.[NH2:16][NH2:17], predict the reaction product. The product is: [F:14][C:10]1[CH:9]=[C:8]([C:5]2[N:4]=[N:3][C:2]([NH:16][NH2:17])=[N:7][CH:6]=2)[CH:13]=[CH:12][CH:11]=1. (2) Given the reactants [CH:1]1([N:7]([CH2:27][CH:28](OC)[O:29]C)[C:8](=[O:26])[CH2:9][CH2:10][O:11][CH2:12][CH2:13][C:14]2[CH:19]=[CH:18][CH:17]=[C:16]([C:20]3[CH:21]=[N:22][N:23]([CH3:25])[CH:24]=3)[CH:15]=2)[CH2:6][CH2:5][CH2:4][CH2:3][CH2:2]1.O.C1(C)C=CC(S(O)(=O)=O)=CC=1, predict the reaction product. The product is: [CH:1]1([N:7]([CH2:27][CH:28]=[O:29])[C:8](=[O:26])[CH2:9][CH2:10][O:11][CH2:12][CH2:13][C:14]2[CH:19]=[CH:18][CH:17]=[C:16]([C:20]3[CH:21]=[N:22][N:23]([CH3:25])[CH:24]=3)[CH:15]=2)[CH2:6][CH2:5][CH2:4][CH2:3][CH2:2]1. (3) Given the reactants [CH2:1]([O:8][N:9]1[C:15](=[O:16])[N:14]2[CH2:17][C@H:10]1[CH2:11][CH2:12][C@H:13]2[C:18]([OH:20])=O)[C:2]1[CH:7]=[CH:6][CH:5]=[CH:4][CH:3]=1.[NH2:21][O:22][CH:23]1[CH2:28][CH2:27][O:26][CH2:25][CH2:24]1.ON1C2C=CC=CC=2N=N1.Cl.C(N=C=NCCCN(C)C)C, predict the reaction product. The product is: [CH2:1]([O:8][N:9]1[C:15](=[O:16])[N:14]2[CH2:17][C@H:10]1[CH2:11][CH2:12][C@H:13]2[C:18]([NH:21][O:22][CH:23]1[CH2:28][CH2:27][O:26][CH2:25][CH2:24]1)=[O:20])[C:2]1[CH:3]=[CH:4][CH:5]=[CH:6][CH:7]=1. (4) The product is: [N+:8]([C:11]1[CH:16]=[CH:15][CH:14]=[CH:13][C:12]=1[S:17]([N:2]1[CH2:3][CH:4]2[CH2:7][CH:1]1[CH:6]=[CH:5]2)(=[O:19])=[O:18])([O-:10])=[O:9]. Given the reactants [CH:1]12[CH2:7][CH:4]([CH:5]=[CH:6]1)[CH2:3][NH:2]2.[N+:8]([C:11]1[CH:16]=[CH:15][CH:14]=[CH:13][C:12]=1[S:17](Cl)(=[O:19])=[O:18])([O-:10])=[O:9].CCCCCC.CCOC(C)=O, predict the reaction product. (5) Given the reactants F[C:2]1[N:7]=[C:6]([N:8]2[C:17]3[C:12](=[CH:13][CH:14]=[C:15]([C:18]4[CH:23]=[CH:22][CH:21]=[CH:20][CH:19]=4)[N:16]=3)[CH2:11][CH2:10][CH2:9]2)[CH:5]=[C:4]([CH3:24])[N:3]=1.[NH2:25][CH:26]1[CH2:31][CH2:30][N:29]([C:32]([O:34][C:35]([CH3:38])([CH3:37])[CH3:36])=[O:33])[CH2:28][CH2:27]1, predict the reaction product. The product is: [CH3:24][C:4]1[CH:5]=[C:6]([N:8]2[C:17]3[C:12](=[CH:13][CH:14]=[C:15]([C:18]4[CH:23]=[CH:22][CH:21]=[CH:20][CH:19]=4)[N:16]=3)[CH2:11][CH2:10][CH2:9]2)[N:7]=[C:2]([NH:25][CH:26]2[CH2:27][CH2:28][N:29]([C:32]([O:34][C:35]([CH3:38])([CH3:37])[CH3:36])=[O:33])[CH2:30][CH2:31]2)[N:3]=1. (6) Given the reactants I[C:2]1[N:3]=[CH:4][N:5](C(C2C=CC=CC=2)(C2C=CC=CC=2)C2C=CC=CC=2)[C:6]=1[CH3:7].C([Mg]Br)C.Br[C:32]1[CH:33]=[N:34][CH:35]=[CH:36][CH:37]=1, predict the reaction product. The product is: [CH3:7][C:6]1[NH:5][CH:4]=[N:3][C:2]=1[C:32]1[CH:33]=[N:34][CH:35]=[CH:36][CH:37]=1.